From a dataset of Full USPTO retrosynthesis dataset with 1.9M reactions from patents (1976-2016). Predict the reactants needed to synthesize the given product. (1) Given the product [CH3:7][S:8]([CH2:11][S:12]([NH2:1])(=[O:14])=[O:13])(=[O:10])=[O:9], predict the reactants needed to synthesize it. The reactants are: [NH3:1].C1COCC1.[CH3:7][S:8]([CH2:11][S:12](Cl)(=[O:14])=[O:13])(=[O:10])=[O:9]. (2) Given the product [CH3:1][O:2][C:3]1[CH:4]=[C:5]([C:25]#[N:27])[C:6]2[CH2:7][CH:8]([C:17]3[CH:22]=[CH:21][C:20]([O:23][CH3:24])=[CH:19][CH:18]=3)[CH:9]3[CH:14]([C:15]=2[CH:16]=1)[CH2:13][CH2:12][CH2:11][CH2:10]3, predict the reactants needed to synthesize it. The reactants are: [CH3:1][O:2][C:3]1[CH:4]=[C:5]([C:25]([NH2:27])=O)[C:6]2[CH2:7][CH:8]([C:17]3[CH:22]=[CH:21][C:20]([O:23][CH3:24])=[CH:19][CH:18]=3)[CH:9]3[CH:14]([C:15]=2[CH:16]=1)[CH2:13][CH2:12][CH2:11][CH2:10]3.C(N(CC)CC)C.FC(F)(F)C(OC(=O)C(F)(F)F)=O. (3) Given the product [C:18]([N:8]1[CH2:9][CH2:10][C:11]2([N:13]3[CH2:14][CH2:15][CH2:16][CH2:17]3)[O:29][N:28]=[C:22]([C:23]([O:25][CH2:26][CH3:27])=[O:24])[CH:12]2[CH:7]1[C:1]1[CH:2]=[CH:3][CH:4]=[CH:5][CH:6]=1)(=[O:20])[CH3:19], predict the reactants needed to synthesize it. The reactants are: [C:1]1([CH:7]2[CH:12]=[C:11]([N:13]3[CH2:17][CH2:16][CH2:15][CH2:14]3)[CH2:10][CH2:9][N:8]2[C:18](=[O:20])[CH3:19])[CH:6]=[CH:5][CH:4]=[CH:3][CH:2]=1.Cl[C:22](=[N:28][OH:29])[C:23]([O:25][CH2:26][CH3:27])=[O:24].C(N(CC)CC)C. (4) The reactants are: [Cl:1][C:2]1[CH:7]=[CH:6][C:5]([C:8]2[CH:13]=[N:12][N:11]3[C:14](=O)[NH:15][N:16]=[C:10]3[C:9]=2[C:18]2[CH:23]=[CH:22][C:21]([Cl:24])=[CH:20][CH:19]=2)=[CH:4][CH:3]=1.[C:25]([O-:28])([O-])=O.[K+].[K+].CN([CH:34]=[O:35])C. Given the product [Cl:1][C:2]1[CH:7]=[CH:6][C:5]([O:35][CH2:34][CH2:14][N:15]2[C:25](=[O:28])[N:11]3[N:12]=[CH:13][C:8]([C:5]4[CH:6]=[CH:7][C:2]([Cl:1])=[CH:3][CH:4]=4)=[C:9]([C:18]4[CH:23]=[CH:22][C:21]([Cl:24])=[CH:20][CH:19]=4)[C:10]3=[N:16]2)=[CH:4][CH:3]=1, predict the reactants needed to synthesize it. (5) Given the product [C:15]([O:18][C:19]([NH:2][CH:3]([CH2:7][C:8]([CH3:12])([CH3:13])[CH:9]([CH3:10])[CH3:11])[C:4]([OH:6])=[O:5])=[O:20])([CH3:17])([CH3:16])[CH3:14], predict the reactants needed to synthesize it. The reactants are: Cl.[NH2:2][CH:3]([CH2:7][C:8]([CH3:13])([CH3:12])[CH:9]([CH3:11])[CH3:10])[C:4]([OH:6])=[O:5].[CH3:14][C:15]([O:18][C:19](O[C:19]([O:18][C:15]([CH3:17])([CH3:16])[CH3:14])=[O:20])=[O:20])([CH3:17])[CH3:16]. (6) Given the product [F:28][C:29]1[CH:34]=[CH:33][CH:32]=[CH:31][C:30]=1[C:2]1[N:3]=[CH:4][C:5]2[N:6]([CH:8]=[C:9]([C:11]3[CH:12]=[CH:13][C:14]([C:24]([F:26])([F:25])[F:27])=[C:15]([NH:17][C:18](=[O:23])[C:19]([CH3:21])([CH3:20])[CH3:22])[CH:16]=3)[N:10]=2)[CH:7]=1, predict the reactants needed to synthesize it. The reactants are: Cl[C:2]1[N:3]=[CH:4][C:5]2[N:6]([CH:8]=[C:9]([C:11]3[CH:12]=[CH:13][C:14]([C:24]([F:27])([F:26])[F:25])=[C:15]([NH:17][C:18](=[O:23])[C:19]([CH3:22])([CH3:21])[CH3:20])[CH:16]=3)[N:10]=2)[CH:7]=1.[F:28][C:29]1[CH:34]=[CH:33][CH:32]=[CH:31][C:30]=1B(O)O.C([O-])([O-])=O.[Na+].[Na+].